This data is from Forward reaction prediction with 1.9M reactions from USPTO patents (1976-2016). The task is: Predict the product of the given reaction. (1) Given the reactants [C:1]([C:4]1[CH:9]=[C:8]([Br:10])[CH:7]=[CH:6][C:5]=1[O:11][CH2:12]C(O)=O)(=O)[CH3:2].C([O-])(=O)C.[Na+].C(OC(=O)C)(=O)C, predict the reaction product. The product is: [Br:10][C:8]1[CH:7]=[CH:6][C:5]2[O:11][CH:12]=[C:1]([CH3:2])[C:4]=2[CH:9]=1. (2) The product is: [CH3:2][C:3]1[C:7]([CH2:8][N:9]2[CH:13]=[C:12]([NH:14][C:26](=[O:27])[CH2:25][C:20]3[CH:21]=[C:22]([O:23][CH3:24])[C:17]([OH:16])=[C:18]([O:29][CH3:30])[CH:19]=3)[CH:11]=[N:10]2)=[C:6]([CH3:15])[O:5][N:4]=1. Given the reactants Cl.[CH3:2][C:3]1[C:7]([CH2:8][N:9]2[CH:13]=[C:12]([NH2:14])[CH:11]=[N:10]2)=[C:6]([CH3:15])[O:5][N:4]=1.[OH:16][C:17]1[C:22]([O:23][CH3:24])=[CH:21][C:20]([CH2:25][C:26](O)=[O:27])=[CH:19][C:18]=1[O:29][CH3:30].C1CN([P+](ON2N=NC3C=CC=CC2=3)(N2CCCC2)N2CCCC2)CC1.F[P-](F)(F)(F)(F)F.C(N(CC)CC)C, predict the reaction product.